Predict the reactants needed to synthesize the given product. From a dataset of Full USPTO retrosynthesis dataset with 1.9M reactions from patents (1976-2016). (1) Given the product [CH3:11][N:9]1[CH:10]=[C:6]([Sn:16]([CH2:17][CH2:18][CH2:19][CH3:20])([CH2:21][CH2:22][CH2:23][CH3:24])[CH2:12][CH2:13][CH2:14][CH3:15])[N:7]=[CH:8]1, predict the reactants needed to synthesize it. The reactants are: C([Mg]Br)C.I[C:6]1[N:7]=[CH:8][N:9]([CH3:11])[CH:10]=1.[CH2:12]([Sn:16](Cl)([CH2:21][CH2:22][CH2:23][CH3:24])[CH2:17][CH2:18][CH2:19][CH3:20])[CH2:13][CH2:14][CH3:15]. (2) Given the product [CH2:17]([NH:24][C:25]([C:27]1[S:31][C:30]([NH:32][C:12](=[O:14])[C:11]2[CH:10]=[CH:9][C:8]([N:3]3[CH:4]=[CH:5][CH:6]=[CH:7][C:2]3=[O:1])=[CH:16][CH:15]=2)=[N:29][C:28]=1[CH3:33])=[O:26])[C:18]1[CH:23]=[CH:22][CH:21]=[CH:20][CH:19]=1, predict the reactants needed to synthesize it. The reactants are: [O:1]=[C:2]1[CH:7]=[CH:6][CH:5]=[CH:4][N:3]1[C:8]1[CH:16]=[CH:15][C:11]([C:12]([OH:14])=O)=[CH:10][CH:9]=1.[CH2:17]([NH:24][C:25]([C:27]1[S:31][C:30]([NH2:32])=[N:29][C:28]=1[CH3:33])=[O:26])[C:18]1[CH:23]=[CH:22][CH:21]=[CH:20][CH:19]=1.